From a dataset of Peptide-MHC class I binding affinity with 185,985 pairs from IEDB/IMGT. Regression. Given a peptide amino acid sequence and an MHC pseudo amino acid sequence, predict their binding affinity value. This is MHC class I binding data. (1) The peptide sequence is TMEIEDQEYH. The MHC is HLA-A33:01 with pseudo-sequence HLA-A33:01. The binding affinity (normalized) is 0. (2) The peptide sequence is RCYPGYTLK. The MHC is HLA-A03:01 with pseudo-sequence HLA-A03:01. The binding affinity (normalized) is 0.617. (3) The peptide sequence is MVFQNYALY. The MHC is HLA-A31:01 with pseudo-sequence HLA-A31:01. The binding affinity (normalized) is 0.243. (4) The MHC is Mamu-B08 with pseudo-sequence Mamu-B08. The peptide sequence is KHFDPRLLTAL. The binding affinity (normalized) is 0.661. (5) The peptide sequence is IRMWNQAAL. The MHC is HLA-B58:01 with pseudo-sequence HLA-B58:01. The binding affinity (normalized) is 0.0847. (6) The peptide sequence is SAICSVVRR. The MHC is HLA-A68:02 with pseudo-sequence HLA-A68:02. The binding affinity (normalized) is 0. (7) The binding affinity (normalized) is 0.134. The MHC is HLA-A02:02 with pseudo-sequence HLA-A02:02. The peptide sequence is WQSVGHMMV. (8) The peptide sequence is IRMWNQAAL. The MHC is HLA-B44:02 with pseudo-sequence HLA-B44:02. The binding affinity (normalized) is 0.0847. (9) The peptide sequence is EVMPVSMAK. The binding affinity (normalized) is 0.366. The MHC is HLA-A68:02 with pseudo-sequence HLA-A68:02. (10) The peptide sequence is NSHHYISM. The MHC is H-2-Db with pseudo-sequence H-2-Db. The binding affinity (normalized) is 0.